Dataset: Forward reaction prediction with 1.9M reactions from USPTO patents (1976-2016). Task: Predict the product of the given reaction. Given the reactants Cl[C:2]1[N:7]=[C:6]([NH2:8])[N:5]=[C:4]2[N:9]([CH2:12][C:13]3[CH:18]=[CH:17][CH:16]=[CH:15][C:14]=3[F:19])[N:10]=[CH:11][C:3]=12.[S:20]1[CH:24]=[CH:23][CH:22]=[C:21]1B(O)O.C([O-])(O)=O.[Na+], predict the reaction product. The product is: [F:19][C:14]1[CH:15]=[CH:16][CH:17]=[CH:18][C:13]=1[CH2:12][N:9]1[C:4]2=[N:5][C:6]([NH2:8])=[N:7][C:2]([C:21]3[S:20][CH:24]=[CH:23][CH:22]=3)=[C:3]2[CH:11]=[N:10]1.